Dataset: Forward reaction prediction with 1.9M reactions from USPTO patents (1976-2016). Task: Predict the product of the given reaction. The product is: [CH3:17][O:16][C:7]1[C:6]([C:18]2[S:19][CH:20]=[CH:21][CH:22]=2)=[CH:5][C:4]2[N:3]=[C:2]([C:23]3[CH:28]=[CH:27][CH:26]=[CH:25][CH:24]=3)[CH:11]=[N:10][C:9]=2[C:8]=1[C:12]([O:14][CH3:15])=[O:13]. Given the reactants Cl[C:2]1[CH:11]=[N:10][C:9]2[C:8]([C:12]([O:14][CH3:15])=[O:13])=[C:7]([O:16][CH3:17])[C:6]([C:18]3[S:19][CH:20]=[CH:21][CH:22]=3)=[CH:5][C:4]=2[N:3]=1.[C:23]1(B(O)O)[CH:28]=[CH:27][CH:26]=[CH:25][CH:24]=1.C(=O)([O-])[O-].[K+].[K+], predict the reaction product.